Dataset: NCI-60 drug combinations with 297,098 pairs across 59 cell lines. Task: Regression. Given two drug SMILES strings and cell line genomic features, predict the synergy score measuring deviation from expected non-interaction effect. (1) Drug 1: CC12CCC3C(C1CCC2=O)CC(=C)C4=CC(=O)C=CC34C. Drug 2: C1CNP(=O)(OC1)N(CCCl)CCCl. Cell line: SF-268. Synergy scores: CSS=40.1, Synergy_ZIP=2.24, Synergy_Bliss=2.49, Synergy_Loewe=-14.8, Synergy_HSA=1.52. (2) Drug 1: C1CN1C2=NC(=NC(=N2)N3CC3)N4CC4. Drug 2: CC1=CC2C(CCC3(C2CCC3(C(=O)C)OC(=O)C)C)C4(C1=CC(=O)CC4)C. Cell line: EKVX. Synergy scores: CSS=10.00, Synergy_ZIP=-6.58, Synergy_Bliss=-3.67, Synergy_Loewe=-1.59, Synergy_HSA=0.673. (3) Drug 1: CC1CC(C(C(C=C(C(C(C=CC=C(C(=O)NC2=CC(=O)C(=C(C1)C2=O)OC)C)OC)OC(=O)N)C)C)O)OC. Drug 2: CCC1=C2CN3C(=CC4=C(C3=O)COC(=O)C4(CC)O)C2=NC5=C1C=C(C=C5)O. Cell line: NCI-H460. Synergy scores: CSS=63.5, Synergy_ZIP=4.29, Synergy_Bliss=4.36, Synergy_Loewe=4.98, Synergy_HSA=6.73. (4) Drug 1: CS(=O)(=O)CCNCC1=CC=C(O1)C2=CC3=C(C=C2)N=CN=C3NC4=CC(=C(C=C4)OCC5=CC(=CC=C5)F)Cl. Drug 2: CC(C)CN1C=NC2=C1C3=CC=CC=C3N=C2N. Cell line: MCF7. Synergy scores: CSS=-1.41, Synergy_ZIP=0.572, Synergy_Bliss=-0.298, Synergy_Loewe=-1.75, Synergy_HSA=-2.04. (5) Drug 1: CC1CCCC2(C(O2)CC(NC(=O)CC(C(C(=O)C(C1O)C)(C)C)O)C(=CC3=CSC(=N3)C)C)C. Drug 2: CC1C(C(CC(O1)OC2CC(CC3=C2C(=C4C(=C3O)C(=O)C5=C(C4=O)C(=CC=C5)OC)O)(C(=O)CO)O)N)O.Cl. Cell line: MDA-MB-231. Synergy scores: CSS=37.4, Synergy_ZIP=-2.74, Synergy_Bliss=-4.44, Synergy_Loewe=-2.11, Synergy_HSA=-2.08. (6) Drug 1: CC1C(C(CC(O1)OC2CC(CC3=C2C(=C4C(=C3O)C(=O)C5=C(C4=O)C(=CC=C5)OC)O)(C(=O)CO)O)N)O.Cl. Drug 2: CN(C)C1=NC(=NC(=N1)N(C)C)N(C)C. Cell line: SK-MEL-28. Synergy scores: CSS=-0.697, Synergy_ZIP=-0.424, Synergy_Bliss=-1.33, Synergy_Loewe=-0.750, Synergy_HSA=-1.42. (7) Drug 2: COC1=CC(=CC(=C1O)OC)C2C3C(COC3=O)C(C4=CC5=C(C=C24)OCO5)OC6C(C(C7C(O6)COC(O7)C8=CC=CS8)O)O. Drug 1: CCC1=CC2CC(C3=C(CN(C2)C1)C4=CC=CC=C4N3)(C5=C(C=C6C(=C5)C78CCN9C7C(C=CC9)(C(C(C8N6C)(C(=O)OC)O)OC(=O)C)CC)OC)C(=O)OC.C(C(C(=O)O)O)(C(=O)O)O. Cell line: HL-60(TB). Synergy scores: CSS=59.9, Synergy_ZIP=4.56, Synergy_Bliss=3.01, Synergy_Loewe=0.373, Synergy_HSA=4.48. (8) Drug 1: CC1=C2C(C(=O)C3(C(CC4C(C3C(C(C2(C)C)(CC1OC(=O)C(C(C5=CC=CC=C5)NC(=O)OC(C)(C)C)O)O)OC(=O)C6=CC=CC=C6)(CO4)OC(=O)C)OC)C)OC. Drug 2: COC1=C2C(=CC3=C1OC=C3)C=CC(=O)O2. Cell line: OVCAR3. Synergy scores: CSS=52.5, Synergy_ZIP=8.46, Synergy_Bliss=7.73, Synergy_Loewe=-38.6, Synergy_HSA=2.03.